Task: Predict the reactants needed to synthesize the given product.. Dataset: Full USPTO retrosynthesis dataset with 1.9M reactions from patents (1976-2016) (1) Given the product [Cl:1][C:2]1[CH:10]=[C:9]2[C:5]([C:6]([C:11]([OH:16])=[O:30])=[CH:7][N:8]2[CH2:24][CH:25]2[CH2:29][CH2:28][CH2:27][CH2:26]2)=[CH:4][CH:3]=1, predict the reactants needed to synthesize it. The reactants are: [Cl:1][C:2]1[CH:10]=[C:9]2[C:5]([C:6]([C:11](=[O:16])C(F)(F)F)=[CH:7][NH:8]2)=[CH:4][CH:3]=1.C(=O)([O-])[O-].[K+].[K+].I[CH2:24][CH:25]1[CH2:29][CH2:28][CH2:27][CH2:26]1.[OH-:30].[Na+]. (2) Given the product [CH:11]1([CH:10]([N:14]2[CH:18]=[C:17]([C:19]3[N:24]4[CH:25]=[CH:26][N:27]=[C:23]4[CH:22]=[C:21]([C:28]4[CH:29]=[N:30][N:31]([CH3:33])[CH:32]=4)[N:20]=3)[CH:16]=[N:15]2)[CH2:9][OH:8])[CH2:13][CH2:12]1, predict the reactants needed to synthesize it. The reactants are: [Si]([O:8][CH2:9][CH:10]([N:14]1[CH:18]=[C:17]([C:19]2[N:24]3[CH:25]=[CH:26][N:27]=[C:23]3[CH:22]=[C:21]([C:28]3[CH:29]=[N:30][N:31]([CH3:33])[CH:32]=3)[N:20]=2)[CH:16]=[N:15]1)[CH:11]1[CH2:13][CH2:12]1)(C(C)(C)C)(C)C.CCCC[N+](CCCC)(CCCC)CCCC.[F-].CO. (3) Given the product [Cl:33][C:34]1[CH:41]=[CH:40][C:37]([CH2:38][NH:39][C:28]([C:23]2[CH:24]=[N:25][C:26]3[C:21]([CH:22]=2)=[CH:20][CH:19]=[C:18]([NH:17][C:15]([C:10]2[C:9]([C:6]4[CH:7]=[CH:8][C:3]([C:2]([F:31])([F:32])[F:1])=[CH:4][CH:5]=4)=[CH:14][CH:13]=[CH:12][CH:11]=2)=[O:16])[CH:27]=3)=[O:29])=[CH:36][CH:35]=1, predict the reactants needed to synthesize it. The reactants are: [F:1][C:2]([F:32])([F:31])[C:3]1[CH:8]=[CH:7][C:6]([C:9]2[C:10]([C:15]([NH:17][C:18]3[CH:27]=[C:26]4[C:21]([CH:22]=[C:23]([C:28](O)=[O:29])[CH:24]=[N:25]4)=[CH:20][CH:19]=3)=[O:16])=[CH:11][CH:12]=[CH:13][CH:14]=2)=[CH:5][CH:4]=1.[Cl:33][C:34]1[CH:41]=[CH:40][C:37]([CH2:38][NH2:39])=[CH:36][CH:35]=1.Cl.CN(C)CCCN=C=NCC.ON1C2C=CC=CC=2N=N1.C(N(CC)CC)C. (4) Given the product [CH2:1]([O:3][C:4](=[O:38])[CH2:5][CH2:6][CH2:7][CH2:8][CH2:9][O:10][C:11]1[CH:12]=[CH:13][C:14]([O:15][C:16]2[S:17][C:18]([C:29]([OH:31])=[O:30])=[C:19]3[C:27]=2[C:26]2[N:25]([CH3:28])[N:24]=[CH:23][C:22]=2[CH2:21][CH2:20]3)=[CH:36][CH:37]=1)[CH3:2], predict the reactants needed to synthesize it. The reactants are: [CH2:1]([O:3][C:4](=[O:38])[CH2:5][CH2:6][CH2:7][CH2:8][CH2:9][O:10][C:11]1[CH:37]=[CH:36][C:14]([O:15][C:16]2[S:17][C:18]([C:29]([O:31]C(C)(C)C)=[O:30])=[C:19]3[C:27]=2[C:26]2[N:25]([CH3:28])[N:24]=[CH:23][C:22]=2[CH2:21][CH2:20]3)=[CH:13][CH:12]=1)[CH3:2].Cl.C1COCC1. (5) Given the product [F:1][CH:2]([CH2:8][CH2:9][CH2:10][CH2:11][CH2:12][CH2:13][NH:14][C:15]([NH:17][C:18]12[CH2:19][CH:20]3[CH2:26][CH:24]([CH2:23][CH:22]([CH2:21]3)[CH2:27]1)[CH2:25]2)=[O:16])[C:3]([O:5][CH2:6][CH3:7])=[O:4], predict the reactants needed to synthesize it. The reactants are: [F:1]/[C:2](=[CH:8]\[CH2:9][CH2:10][CH2:11][CH2:12][CH2:13][NH:14][C:15]([NH:17][C:18]12[CH2:27][CH:22]3[CH2:23][CH:24]([CH2:26][CH:20]([CH2:21]3)[CH2:19]1)[CH2:25]2)=[O:16])/[C:3]([O:5][CH2:6][CH3:7])=[O:4]. (6) Given the product [CH3:1][O:2][C:3]([C:5]1[S:9][C:8]2[CH:10]=[C:11]([CH:14]=[O:15])[CH:12]=[CH:13][C:7]=2[C:6]=1[O:17][CH2:18][C:19]([O:21][CH3:22])=[O:20])=[O:4], predict the reactants needed to synthesize it. The reactants are: [CH3:1][O:2][C:3]([C:5]1[S:9][C:8]2[CH:10]=[C:11]([C:14](O)=[O:15])[CH:12]=[CH:13][C:7]=2[C:6]=1[O:17][CH2:18][C:19]([O:21][CH3:22])=[O:20])=[O:4].C([SnH](CCCC)CCCC)CCC. (7) Given the product [F:28][C:25]1[CH:24]=[CH:23][C:5]2[N:6]([CH:11]=[C:12]([C:18]([O:20][CH2:21][CH3:22])=[O:19])[C:13]([O:15][CH2:16][CH3:17])=[O:14])[C@@H:7]([CH3:10])[CH2:8][O:9][C:4]=2[C:26]=1[F:27], predict the reactants needed to synthesize it. The reactants are: [OH-].[K+].F[C:4]1[C:26]([F:27])=[C:25]([F:28])[CH:24]=[CH:23][C:5]=1[N:6]([CH:11]=[C:12]([C:18]([O:20][CH2:21][CH3:22])=[O:19])[C:13]([O:15][CH2:16][CH3:17])=[O:14])[C@@H:7]([CH3:10])[CH2:8][OH:9].C(OC=C(C(OCC)=O)C(OCC)=O)C.O.